This data is from Forward reaction prediction with 1.9M reactions from USPTO patents (1976-2016). The task is: Predict the product of the given reaction. (1) Given the reactants [F:1][C:2]1[CH:7]=[C:6](B2OC(C)(C)C(C)(C)O2)[CH:5]=[CH:4][C:3]=1[C:17]1[CH:18]=[N:19][C:20]([NH2:23])=[N:21][CH:22]=1.Br[C:25]1[CH:30]=[CH:29][CH:28]=[CH:27][C:26]=1[S:31]([C:34]1([CH2:39][NH2:40])[CH2:38][CH2:37][CH2:36][CH2:35]1)(=[O:33])=[O:32], predict the reaction product. The product is: [NH2:40][CH2:39][C:34]1([S:31]([C:26]2[CH:25]=[CH:30][CH:29]=[CH:28][C:27]=2[C:6]2[CH:5]=[CH:4][C:3]([C:17]3[CH:22]=[N:21][C:20]([NH2:23])=[N:19][CH:18]=3)=[C:2]([F:1])[CH:7]=2)(=[O:33])=[O:32])[CH2:38][CH2:37][CH2:36][CH2:35]1. (2) Given the reactants [NH2:1][NH2:2].[Br:3][C:4]1[CH:5]=[N+:6]([O-:14])[CH:7]=[C:8]([C:10](OC)=[O:11])[CH:9]=1, predict the reaction product. The product is: [Br:3][C:4]1[CH:5]=[N+:6]([O-:14])[CH:7]=[C:8]([C:10]([NH:1][NH2:2])=[O:11])[CH:9]=1.